From a dataset of Forward reaction prediction with 1.9M reactions from USPTO patents (1976-2016). Predict the product of the given reaction. (1) Given the reactants C[O:2][C:3]1[CH:4]=[C:5]([CH2:9][CH2:10][C:11]2[CH:12]=[C:13]([NH:16][C:17]3[CH:22]=[CH:21][N:20]=[C:19]([NH:23][CH2:24][C:25]4[O:29][N:28]=[C:27]([CH3:30])[CH:26]=4)[N:18]=3)[NH:14][N:15]=2)[CH:6]=[CH:7][CH:8]=1.B(Br)(Br)Br.CO, predict the reaction product. The product is: [CH3:30][C:27]1[CH:26]=[C:25]([CH2:24][NH:23][C:19]2[N:18]=[C:17]([NH:16][C:13]3[NH:14][N:15]=[C:11]([CH2:10][CH2:9][C:5]4[CH:4]=[C:3]([OH:2])[CH:8]=[CH:7][CH:6]=4)[CH:12]=3)[CH:22]=[CH:21][N:20]=2)[O:29][N:28]=1. (2) Given the reactants C([N:8]1[CH2:13][CH:12]=[C:11]([C:14]2[C:18]([CH2:19][N:20]3[CH2:24][CH:23]4[CH2:25][N:26]([C:28]([O:30][C:31]([CH3:34])([CH3:33])[CH3:32])=[O:29])[CH2:27][CH:22]4[CH2:21]3)=[CH:17][N:16]([CH3:35])[N:15]=2)[CH2:10][CH2:9]1)C1C=CC=CC=1.[H][H], predict the reaction product. The product is: [CH3:35][N:16]1[CH:17]=[C:18]([CH2:19][N:20]2[CH2:21][CH:22]3[CH2:27][N:26]([C:28]([O:30][C:31]([CH3:34])([CH3:32])[CH3:33])=[O:29])[CH2:25][CH:23]3[CH2:24]2)[C:14]([CH:11]2[CH2:12][CH2:13][NH:8][CH2:9][CH2:10]2)=[N:15]1. (3) Given the reactants [NH2:1][CH2:2][C:3]1[CH:8]=[CH:7][C:6]([C:9]2[NH:10][C:11]([C:20]3[CH:25]=[CH:24][N:23]=[CH:22][CH:21]=3)=[C:12]([C:14]3[CH:19]=[CH:18][CH:17]=[CH:16][CH:15]=3)[N:13]=2)=[CH:5][CH:4]=1.[OH:26][C:27]([CH2:29][CH2:30][CH2:31][CH2:32][C@H:33]1[C@@H:41]2[C@@H:36]([NH:37][C:38]([NH:40]2)=[O:39])[CH2:35][S:34]1)=O.ON1C(=O)CC[C:44]1=O, predict the reaction product. The product is: [C:27]([NH:1][CH2:2][C:3]1[CH:8]=[CH:7][C:6]([C:9]2[N:10]([CH3:44])[C:11]([C:20]3[CH:21]=[CH:22][N:23]=[CH:24][CH:25]=3)=[C:12]([C:14]3[CH:19]=[CH:18][CH:17]=[CH:16][CH:15]=3)[N:13]=2)=[CH:5][CH:4]=1)(=[O:26])[CH2:29][CH2:30][CH2:31][CH2:32][C@H:33]1[C@@H:41]2[C@@H:36]([NH:37][C:38]([NH:40]2)=[O:39])[CH2:35][S:34]1. (4) Given the reactants [CH:1]([N:4]1[C:12]2[CH:11]=[C:10]([C:13]3[CH:18]=[CH:17][N:16]=[N:15][CH:14]=3)[CH:9]=[C:8]([C:19]([O:21]C)=[O:20])[C:7]=2[C:6]([CH3:23])=[CH:5]1)([CH3:3])[CH3:2].CO.[OH-].[Li+].O, predict the reaction product. The product is: [CH:1]([N:4]1[C:12]2[CH:11]=[C:10]([C:13]3[CH:18]=[CH:17][N:16]=[N:15][CH:14]=3)[CH:9]=[C:8]([C:19]([OH:21])=[O:20])[C:7]=2[C:6]([CH3:23])=[CH:5]1)([CH3:3])[CH3:2]. (5) Given the reactants [CH3:1][N:2]1[C:10]2[CH:9]3[CH2:11][CH:7]([C:8]3([CH3:13])[CH3:12])[CH2:6][C:5]=2[C:4]([C:14](OCC)=[O:15])=[N:3]1.[H-].[Al+3].[Li+].[H-].[H-].[H-], predict the reaction product. The product is: [CH3:1][N:2]1[C:10]2[CH:9]3[C:8]([CH3:13])([CH3:12])[CH:7]([CH2:11]3)[CH2:6][C:5]=2[C:4]([CH2:14][OH:15])=[N:3]1. (6) Given the reactants Cl.[CH:2]12[NH:11][CH:6]([CH2:7][C:8](=[O:10])[CH2:9]1)[CH2:5][O:4][CH2:3]2.[C:12](Cl)([O:14][CH2:15][C:16]1[CH:21]=[CH:20][CH:19]=[CH:18][CH:17]=1)=[O:13], predict the reaction product. The product is: [O:10]=[C:8]1[CH2:9][CH:2]2[N:11]([C:12]([O:14][CH2:15][C:16]3[CH:21]=[CH:20][CH:19]=[CH:18][CH:17]=3)=[O:13])[CH:6]([CH2:5][O:4][CH2:3]2)[CH2:7]1.